Dataset: Full USPTO retrosynthesis dataset with 1.9M reactions from patents (1976-2016). Task: Predict the reactants needed to synthesize the given product. (1) Given the product [Cl:1][C:2]1[CH:7]=[C:6]([F:8])[CH:5]=[CH:4][C:3]=1[S:9]([NH:12][CH2:13][CH2:14][CH2:15][CH2:16][NH:17][C:18]([C@@H:20]([NH:25][C:26]([C:28]1[C:29]2[CH2:30][CH2:31][NH:32][CH2:33][C:34]=2[CH:35]=[CH:36][CH:37]=1)=[O:27])[CH2:21][CH:22]([CH3:24])[CH3:23])=[O:19])(=[O:11])=[O:10], predict the reactants needed to synthesize it. The reactants are: [Cl:1][C:2]1[CH:7]=[C:6]([F:8])[CH:5]=[CH:4][C:3]=1[S:9]([NH:12][CH2:13][CH2:14][CH2:15][CH2:16][NH:17][C:18]([C@@H:20]([NH:25][C:26]([C:28]1[CH:37]=[CH:36][CH:35]=[C:34]2[C:29]=1[CH2:30][CH2:31][N:32](C(OC(C)(C)C)=O)[CH2:33]2)=[O:27])[CH2:21][CH:22]([CH3:24])[CH3:23])=[O:19])(=[O:11])=[O:10].Cl. (2) Given the product [CH2:15]([N:6]1[C:7](=[O:8])[C:9]2[CH:10]=[CH:11][CH:12]=[CH:13][C:14]=2[S:3]1(=[O:4])=[O:5])[C:16]1[CH:21]=[CH:20][CH:19]=[CH:18][CH:17]=1, predict the reactants needed to synthesize it. The reactants are: [H-].[Na+].[S:3]1([C:14]2[C:9](=[CH:10][CH:11]=[CH:12][CH:13]=2)[C:7](=[O:8])[NH:6]1)(=[O:5])=[O:4].[CH2:15](Br)[C:16]1[CH:21]=[CH:20][CH:19]=[CH:18][CH:17]=1.